This data is from Forward reaction prediction with 1.9M reactions from USPTO patents (1976-2016). The task is: Predict the product of the given reaction. Given the reactants [NH2:1][CH2:2][CH2:3][S:4][S:5][CH2:6][CH2:7][NH:8][C:9](=[O:15])[O:10][C:11]([CH3:14])([CH3:13])[CH3:12].[CH3:16][C:17]1[N:25]([C:26]([C:28]2[CH:29]=[CH:30][C:31]([Cl:34])=[CH:32][CH:33]=2)=[O:27])[C:24]2[CH:23]=[CH:22][C:21]([O:35][CH3:36])=[CH:20][C:19]=2[C:18]=1[CH2:37][C:38](O)=[O:39].CCN=C=NCCCN(C)C, predict the reaction product. The product is: [Cl:34][C:31]1[CH:30]=[CH:29][C:28]([C:26]([N:25]2[C:24]3[C:19](=[CH:20][C:21]([O:35][CH3:36])=[CH:22][CH:23]=3)[C:18]([CH2:37][C:38]([NH:1][CH2:2][CH2:3][S:4][S:5][CH2:6][CH2:7][NH:8][C:9](=[O:15])[O:10][C:11]([CH3:12])([CH3:14])[CH3:13])=[O:39])=[C:17]2[CH3:16])=[O:27])=[CH:33][CH:32]=1.